From a dataset of Catalyst prediction with 721,799 reactions and 888 catalyst types from USPTO. Predict which catalyst facilitates the given reaction. (1) Reactant: [F:1][C:2]1[CH:9]=[CH:8][CH:7]=[C:6]([F:10])[C:3]=1[C:4]#[N:5].[Br:11]N1C(=O)CCC1=O. Product: [Br:11][C:7]1[C:6]([F:10])=[C:3]([C:2]([F:1])=[CH:9][CH:8]=1)[C:4]#[N:5]. The catalyst class is: 65. (2) Product: [NH2:1][C:4]1[CH:5]=[C:6](/[CH:10]=[CH:11]/[CH2:12][NH:13][C:14](=[O:20])[O:15][C:16]([CH3:18])([CH3:17])[CH3:19])[CH:7]=[N:8][CH:9]=1. The catalyst class is: 425. Reactant: [N+:1]([C:4]1[CH:5]=[C:6](/[CH:10]=[CH:11]/[CH2:12][NH:13][C:14](=[O:20])[O:15][C:16]([CH3:19])([CH3:18])[CH3:17])[CH:7]=[N:8][CH:9]=1)([O-])=O.C(O)C.[OH-].[K+]. (3) Reactant: Cl[C:2]1[CH:3]=[C:4]2[N:11]([CH3:12])[CH2:10][CH2:9][N:5]2[C:6](=[O:8])[N:7]=1.[H-].[Na+].[C:15]([C:17]1[CH:31]=[C:30]([CH2:32][OH:33])[CH:29]=[CH:28][C:18]=1[O:19][C:20]1[CH:21]=[CH:22][C:23]([C:26]#[N:27])=[N:24][CH:25]=1)#[N:16]. Product: [C:15]([C:17]1[CH:31]=[C:30]([CH2:32][O:33][C:2]2[CH:3]=[C:4]3[N:11]([CH3:12])[CH2:10][CH2:9][N:5]3[C:6](=[O:8])[N:7]=2)[CH:29]=[CH:28][C:18]=1[O:19][C:20]1[CH:21]=[CH:22][C:23]([C:26]#[N:27])=[N:24][CH:25]=1)#[N:16]. The catalyst class is: 3. (4) Reactant: [CH3:1][O:2][C:3]([C:5]1[S:6][C:7]([C:11]([OH:13])=O)=[CH:8][C:9]=1[Br:10])=[O:4].C(N(CC)CC)C.CN(C(ON1N=NC2C=CC=CC1=2)=[N+](C)C)C.F[P-](F)(F)(F)(F)F.C1C=CC2N(O)N=NC=2C=1.[NH2:55][CH2:56][C:57]1[CH:58]=[C:59]([OH:63])[CH:60]=[CH:61][CH:62]=1. Product: [CH3:1][O:2][C:3]([C:5]1[S:6][C:7]([C:11](=[O:13])[NH:55][CH2:56][C:57]2[CH:62]=[CH:61][CH:60]=[C:59]([OH:63])[CH:58]=2)=[CH:8][C:9]=1[Br:10])=[O:4]. The catalyst class is: 3. (5) Reactant: FC(F)(F)C(O)=O.[C:8]([C:10]1[CH:11]=[C:12]([C:20]2[S:24][C:23]([N:25]3[C:40]([CH3:41])=[C:28]4[CH2:29][N:30](C(OC(C)(C)C)=O)[CH2:31][CH2:32][C:27]4=[N:26]3)=[N:22][N:21]=2)[CH:13]=[CH:14][C:15]=1[O:16][CH:17]([CH3:19])[CH3:18])#[N:9]. Product: [CH3:19][CH:17]([O:16][C:15]1[CH:14]=[CH:13][C:12]([C:20]2[S:24][C:23]([N:25]3[C:40]([CH3:41])=[C:28]4[CH2:29][NH:30][CH2:31][CH2:32][C:27]4=[N:26]3)=[N:22][N:21]=2)=[CH:11][C:10]=1[C:8]#[N:9])[CH3:18]. The catalyst class is: 2. (6) Reactant: Br[C:2]1[S:6][C:5]([NH:7][C:8]([NH:10][C:11]2[C:16]([Cl:17])=[CH:15][CH:14]=[CH:13][C:12]=2[Cl:18])=[O:9])=[C:4]([C:19]([O:21][C:22]([CH3:25])([CH3:24])[CH3:23])=[O:20])[CH:3]=1.[CH3:26][N:27]1[CH:31]=[C:30](B2OC(C)(C)C(C)(C)O2)[CH:29]=[N:28]1.C([O-])([O-])=O.[Na+].[Na+]. Product: [Cl:18][C:12]1[CH:13]=[CH:14][CH:15]=[C:16]([Cl:17])[C:11]=1[NH:10][C:8]([NH:7][C:5]1[S:6][C:2]([C:30]2[CH:29]=[N:28][N:27]([CH3:26])[CH:31]=2)=[CH:3][C:4]=1[C:19]([O:21][C:22]([CH3:25])([CH3:24])[CH3:23])=[O:20])=[O:9]. The catalyst class is: 57.